This data is from CYP1A2 inhibition data for predicting drug metabolism from PubChem BioAssay. The task is: Regression/Classification. Given a drug SMILES string, predict its absorption, distribution, metabolism, or excretion properties. Task type varies by dataset: regression for continuous measurements (e.g., permeability, clearance, half-life) or binary classification for categorical outcomes (e.g., BBB penetration, CYP inhibition). Dataset: cyp1a2_veith. (1) The compound is Cc1onc(-c2ccccc2)c1C(=O)NCCc1c[nH]c2ccccc12. The result is 1 (inhibitor). (2) The drug is COC(=O)[C@@H]1C[C@H]1[C@@H](NS(=O)(=O)c1ccccc1)c1ccccc1. The result is 1 (inhibitor). (3) The compound is CCCS(=O)(=O)N1CCCC(C(=O)NCCN(Cc2ccccc2)C(C)C)C1. The result is 0 (non-inhibitor). (4) The result is 0 (non-inhibitor). The drug is O=c1n(Cc2cc3c(cc2Cl)OCO3)c(=O)n2n1CC[C@H]1/C(=N\OCc3ccccc3)[C@H]3O[C@@H]3[C@@H](O)[C@@H]12. (5) The molecule is O=C(NCc1ccccc1)[C@@H]1C[C@H]1[C@@H](NP(=O)(c1ccccc1)c1ccccc1)c1ccccc1. The result is 0 (non-inhibitor). (6) The compound is CCC[C@@H]1C[C@@]1(CCC)C(NC(=O)c1ccc(-c2ccccc2)cc1)c1cccc(Cl)c1. The result is 0 (non-inhibitor). (7) The drug is COc1cc(OC)c2cc(-c3ccncc3)cnc2c1. The result is 1 (inhibitor).